From a dataset of Full USPTO retrosynthesis dataset with 1.9M reactions from patents (1976-2016). Predict the reactants needed to synthesize the given product. (1) Given the product [Cl:8][C:6]1[N:5]=[CH:4][N:3]=[C:2]([N:12]2[CH2:11][CH2:10][N:9]([C:15]([O:17][C:18]([CH3:21])([CH3:20])[CH3:19])=[O:16])[CH2:14][CH2:13]2)[CH:7]=1, predict the reactants needed to synthesize it. The reactants are: Cl[C:2]1[CH:7]=[C:6]([Cl:8])[N:5]=[CH:4][N:3]=1.[N:9]1([C:15]([O:17][C:18]([CH3:21])([CH3:20])[CH3:19])=[O:16])[CH2:14][CH2:13][NH:12][CH2:11][CH2:10]1.CC(C)([O-])C.[Na+].C1(C)C=CC=CC=1. (2) Given the product [CH:12]([C:14]1[CH:15]=[C:16]([C:2]2[CH:11]=[CH:10][C:5]([C:6]([O:8][CH3:9])=[O:7])=[CH:4][CH:3]=2)[CH:17]=[CH:18][C:19]=1[O:20][CH3:21])=[O:13], predict the reactants needed to synthesize it. The reactants are: Br[C:2]1[CH:11]=[CH:10][C:5]([C:6]([O:8][CH3:9])=[O:7])=[CH:4][CH:3]=1.[CH:12]([C:14]1[CH:15]=[C:16](B(O)O)[CH:17]=[CH:18][C:19]=1[O:20][CH3:21])=[O:13]. (3) Given the product [Cl:1][C:2]1[C:10]2[N:9]=[C:8]3[N:11]([C:12]4[C:13]([O:20][CH3:21])=[N:14][C:15]([O:18][CH3:19])=[CH:16][CH:17]=4)[CH2:25][CH2:24][CH2:23][CH2:22][N:7]3[C:6]=2[C:5]([CH:27]([CH2:30][CH3:31])[CH2:28][CH3:29])=[CH:4][CH:3]=1, predict the reactants needed to synthesize it. The reactants are: [Cl:1][C:2]1[C:10]2[N:9]=[C:8]([NH:11][C:12]3[C:13]([O:20][CH3:21])=[N:14][C:15]([O:18][CH3:19])=[CH:16][CH:17]=3)[N:7]([CH2:22][CH2:23][CH2:24][CH2:25]O)[C:6]=2[C:5]([CH:27]([CH2:30][CH3:31])[CH2:28][CH3:29])=[CH:4][CH:3]=1.CS(Cl)(=O)=O.C(=O)(O)[O-].[Na+].C(=O)([O-])[O-].[K+].[K+].